From a dataset of Reaction yield outcomes from USPTO patents with 853,638 reactions. Predict the reaction yield, written as a fraction of the theoretical maximum amount of product (1.0 means a 100% yield; for example, 0.34 means a 34% yield). (1) The reactants are [Cl:1][C:2]1[C:3]([O:15][CH3:16])=[CH:4][C:5]([N+:12]([O-:14])=[O:13])=[C:6]([NH:8]C(=O)C)[CH:7]=1. The catalyst is O.Cl.C(O)C. The product is [Cl:1][C:2]1[C:3]([O:15][CH3:16])=[CH:4][C:5]([N+:12]([O-:14])=[O:13])=[C:6]([CH:7]=1)[NH2:8]. The yield is 0.610. (2) The reactants are Cl.[Br:2][C:3]1[C:7]2=[N:8][CH:9]=[CH:10][CH:11]=[C:6]2[S:5][C:4]=1[NH2:12].[C:13]1([S:19]([Cl:22])(=[O:21])=[O:20])[CH:18]=[CH:17][CH:16]=[CH:15][CH:14]=1. The catalyst is N1C=CC=CC=1. The product is [ClH:22].[Br:2][C:3]1[C:7]2=[N:8][CH:9]=[CH:10][CH:11]=[C:6]2[S:5][C:4]=1[NH:12][S:19]([C:13]1[CH:18]=[CH:17][CH:16]=[CH:15][CH:14]=1)(=[O:21])=[O:20]. The yield is 0.360.